Predict the reactants needed to synthesize the given product. From a dataset of Full USPTO retrosynthesis dataset with 1.9M reactions from patents (1976-2016). (1) Given the product [F:11][C:12]1[CH:19]=[CH:18][C:15]([CH:16]=[N:8][C:7]2[CH:9]=[CH:10][C:4]([S:2]([CH3:1])=[O:3])=[CH:5][CH:6]=2)=[CH:14][C:13]=1[O:20][CH3:21], predict the reactants needed to synthesize it. The reactants are: [CH3:1][S:2]([C:4]1[CH:10]=[CH:9][C:7]([NH2:8])=[CH:6][CH:5]=1)=[O:3].[F:11][C:12]1[CH:19]=[CH:18][C:15]([CH:16]=O)=[CH:14][C:13]=1[O:20][CH3:21]. (2) Given the product [CH2:1]([N:3]1[C:12]2[CH:11]=[CH:10][C:9]([C:13]#[C:14][CH2:15][N:16]3[CH2:20][CH2:19][CH2:18][CH2:17]3)=[CH:8][C:7]=2[C:6]2=[N:21][NH:22][C:23]([CH3:24])=[C:5]2[C:4]1=[O:31])[CH3:2], predict the reactants needed to synthesize it. The reactants are: [CH2:1]([N:3]1[C:12]2[CH:11]=[CH:10][C:9]([C:13]#[C:14][CH2:15][N:16]3[CH2:20][CH2:19][CH2:18][CH2:17]3)=[CH:8][C:7]=2[C:6]2=[N:21][N:22](C3CCCCO3)[C:23]([CH3:24])=[C:5]2[C:4]1=[O:31])[CH3:2].Cl.